Dataset: NCI-60 drug combinations with 297,098 pairs across 59 cell lines. Task: Regression. Given two drug SMILES strings and cell line genomic features, predict the synergy score measuring deviation from expected non-interaction effect. (1) Drug 1: C1=CC(=CC=C1CC(C(=O)O)N)N(CCCl)CCCl.Cl. Drug 2: CCCCCOC(=O)NC1=NC(=O)N(C=C1F)C2C(C(C(O2)C)O)O. Cell line: A549. Synergy scores: CSS=24.7, Synergy_ZIP=-6.41, Synergy_Bliss=-1.95, Synergy_Loewe=-19.0, Synergy_HSA=-3.93. (2) Drug 1: CS(=O)(=O)C1=CC(=C(C=C1)C(=O)NC2=CC(=C(C=C2)Cl)C3=CC=CC=N3)Cl. Drug 2: C1CN(CCN1C(=O)CCBr)C(=O)CCBr. Cell line: OVCAR-8. Synergy scores: CSS=13.8, Synergy_ZIP=-7.90, Synergy_Bliss=0.898, Synergy_Loewe=-5.72, Synergy_HSA=1.76.